From a dataset of Catalyst prediction with 721,799 reactions and 888 catalyst types from USPTO. Predict which catalyst facilitates the given reaction. (1) Reactant: [NH2:1][C:2]1[N:7]=[C:6]([NH2:8])[CH:5]=[C:4]([NH2:9])[N:3]=1.Cl.[N+:11]([CH:14]([CH:17]=O)[CH:15]=O)([O-:13])=[O:12]. Product: [NH2:1][C:2]1[N:3]=[C:4]([NH2:9])[C:5]2[CH:17]=[C:14]([N+:11]([O-:13])=[O:12])[CH:15]=[N:8][C:6]=2[N:7]=1. The catalyst class is: 8. (2) Reactant: [CH3:1][O:2][C:3]1[CH:8]=[CH:7][C:6]([N+:9]([O-:11])=[O:10])=[CH:5][C:4]=1[OH:12].Cl.Cl[CH2:15][CH2:16][N:17]1[CH2:22][CH2:21][O:20][CH2:19][CH2:18]1.C([O-])([O-])=O.[Cs+].[Cs+]. Product: [CH3:1][O:2][C:3]1[CH:8]=[CH:7][C:6]([N+:9]([O-:11])=[O:10])=[CH:5][C:4]=1[O:12][CH2:15][CH2:16][N:17]1[CH2:22][CH2:21][O:20][CH2:19][CH2:18]1. The catalyst class is: 9.